Predict which catalyst facilitates the given reaction. From a dataset of Catalyst prediction with 721,799 reactions and 888 catalyst types from USPTO. (1) Reactant: [CH2:1]([O:8][C:9]1[CH:10]=[C:11]([N:15]([S:23]([CH3:26])(=[O:25])=[O:24])[C:16](=[O:22])[O:17][C:18]([CH3:21])([CH3:20])[CH3:19])[CH:12]=[CH:13][CH:14]=1)[C:2]1C=CC=C[CH:3]=1.C1CCCCC=1.C([OH:35])C. Product: [CH3:26][S:23]([N:15]([C:11]1[CH:12]=[CH:13][CH:14]=[C:9]([O:8][CH2:1][C@@H:2]2[CH2:3][O:35]2)[CH:10]=1)[C:16](=[O:22])[O:17][C:18]([CH3:21])([CH3:19])[CH3:20])(=[O:25])=[O:24]. The catalyst class is: 45. (2) Reactant: [Si]([O:8][C@H:9]([C:23]1[CH:32]=[CH:31][C:30]([OH:33])=[C:29]2[C:24]=1[CH:25]=[CH:26][C:27](=[O:34])[NH:28]2)[CH2:10][NH:11][CH:12]1[CH2:17][CH2:16][N:15]([CH2:18][CH2:19][C:20](O)=[O:21])[CH2:14][CH2:13]1)(C(C)(C)C)(C)C.CN(C(ON1N=NC2C=CC=NC1=2)=[N+](C)C)C.F[P-](F)(F)(F)(F)F.C(N(CC)CC)C.[C:66]1([C:74]2[CH:79]=[CH:78][CH:77]=[CH:76][CH:75]=2)[CH:71]=[CH:70][CH:69]=[CH:68][C:67]=1[CH2:72][NH2:73]. Product: [C:66]1([C:74]2[CH:79]=[CH:78][CH:77]=[CH:76][CH:75]=2)[CH:71]=[CH:70][CH:69]=[CH:68][C:67]=1[CH2:72][NH:73][C:20](=[O:21])[CH2:19][CH2:18][N:15]1[CH2:16][CH2:17][CH:12]([NH:11][CH2:10][C@H:9]([OH:8])[C:23]2[CH:32]=[CH:31][C:30]([OH:33])=[C:29]3[C:24]=2[CH:25]=[CH:26][C:27](=[O:34])[NH:28]3)[CH2:13][CH2:14]1. The catalyst class is: 3. (3) Reactant: II.[C:3]([Si:7]([CH3:26])([CH3:25])[O:8][CH2:9][C:10]([CH2:12][O:13][C:14]1[CH:19]=[CH:18][C:17]([O:20][C:21]([F:24])([F:23])[F:22])=[CH:16][CH:15]=1)=[CH2:11])([CH3:6])([CH3:5])[CH3:4].[BH4-].[Na+].[OH:29]O.[OH-].[Na+]. Product: [Si:7]([O:8][CH2:9][CH:10]([CH2:12][O:13][C:14]1[CH:15]=[CH:16][C:17]([O:20][C:21]([F:24])([F:22])[F:23])=[CH:18][CH:19]=1)[CH2:11][OH:29])([C:3]([CH3:4])([CH3:6])[CH3:5])([CH3:25])[CH3:26]. The catalyst class is: 20.